Dataset: Full USPTO retrosynthesis dataset with 1.9M reactions from patents (1976-2016). Task: Predict the reactants needed to synthesize the given product. (1) Given the product [O:1]=[C:2]1[N:11]2[C:6]([CH:7]=[CH:8][CH:9]=[CH:10]2)=[CH:5][CH:4]=[C:3]1[C:12]([OH:14])=[O:13], predict the reactants needed to synthesize it. The reactants are: [O:1]=[C:2]1[N:11]2[C:6]([CH:7]=[CH:8][CH:9]=[CH:10]2)=[CH:5][CH:4]=[C:3]1[C:12]([O:14]CC)=[O:13].[OH-].[Na+]. (2) Given the product [Cl:1][C:2]1[CH:7]=[CH:6][C:5]([N:8]([CH3:27])[CH2:9][C:10]([O:12][CH2:13][CH3:14])=[O:11])=[C:4]([O:15][C:16]2[CH:21]=[CH:20][C:19]([S:22]([CH3:25])(=[O:23])=[O:24])=[CH:18][C:17]=2[Cl:26])[CH:3]=1, predict the reactants needed to synthesize it. The reactants are: [Cl:1][C:2]1[CH:7]=[CH:6][C:5]([NH:8][CH2:9][C:10]([O:12][CH2:13][CH3:14])=[O:11])=[C:4]([O:15][C:16]2[CH:21]=[CH:20][C:19]([S:22]([CH3:25])(=[O:24])=[O:23])=[CH:18][C:17]=2[Cl:26])[CH:3]=1.[C:27](=O)([O-])O.[Na+].